From a dataset of Forward reaction prediction with 1.9M reactions from USPTO patents (1976-2016). Predict the product of the given reaction. (1) The product is: [F:1][C:2]1[CH:11]=[C:10]2[C:5]([CH2:6][CH2:7][C:8](=[O:13])[N:9]2[CH3:12])=[CH:4][C:3]=1[C:24]1[C:33]2[CH2:32][CH2:31][CH2:30][CH:29]([NH:34][C:35](=[O:38])[CH2:36][CH3:37])[C:28]=2[CH:27]=[N:26][CH:25]=1. Given the reactants [F:1][C:2]1[CH:11]=[C:10]2[C:5]([CH2:6][CH2:7][C:8](=[O:13])[N:9]2[CH3:12])=[CH:4][C:3]=1B1OC(C)(C)C(C)(C)O1.Br[C:24]1[C:33]2[CH2:32][CH2:31][CH2:30][CH:29]([NH:34][C:35](=[O:38])[CH2:36][CH3:37])[C:28]=2[CH:27]=[N:26][CH:25]=1.C([O-])([O-])=O.[Na+].[Na+], predict the reaction product. (2) Given the reactants [H-].C([Al+]CC(C)C)C(C)C.C[O:12][C:13](=O)[C:14]1[CH:19]=[CH:18][C:17]([Cl:20])=[CH:16][C:15]=1[Br:21], predict the reaction product. The product is: [Br:21][C:15]1[CH:16]=[C:17]([Cl:20])[CH:18]=[CH:19][C:14]=1[CH2:13][OH:12].